This data is from Reaction yield outcomes from USPTO patents with 853,638 reactions. The task is: Predict the reaction yield, written as a fraction of the theoretical maximum amount of product (1.0 means a 100% yield; for example, 0.34 means a 34% yield). The reactants are [Br:1][C:2]1[C:11]2[C:6](=[CH:7][CH:8]=[C:9]([O:12][CH3:13])[CH:10]=2)[N:5]=[CH:4][C:3]=1C(O)=O.C([N:19]([CH2:22]C)CC)C.[C:24]([OH:28])([CH3:27])([CH3:26])[CH3:25].C1(P(N=[N+]=[N-])(C2C=CC=CC=2)=[O:36])C=CC=CC=1. The catalyst is CN(C=O)C. The product is [C:24]([O:28][C:22](=[O:36])[NH:19][C:3]1[CH:4]=[N:5][C:6]2[C:11]([C:2]=1[Br:1])=[CH:10][C:9]([O:12][CH3:13])=[CH:8][CH:7]=2)([CH3:27])([CH3:26])[CH3:25]. The yield is 0.530.